Predict which catalyst facilitates the given reaction. From a dataset of Catalyst prediction with 721,799 reactions and 888 catalyst types from USPTO. (1) Reactant: [CH3:1][C:2]1[CH:3]=[C:4]([CH2:20][C:21]([O:23][C:24]([CH3:27])([CH3:26])[CH3:25])=[O:22])[CH:5]=[N:6][C:7]=1[O:8][CH2:9][CH2:10][C@@H:11]1[CH2:13][C@@H:12]1[CH:14]1[CH2:19][CH2:18][NH:17][CH2:16][CH2:15]1.C([O-])([O-])=O.[K+].[K+].[N:34]#[C:35]Br. Product: [C:35]([N:17]1[CH2:16][CH2:15][CH:14]([C@H:12]2[CH2:13][C@H:11]2[CH2:10][CH2:9][O:8][C:7]2[N:6]=[CH:5][C:4]([CH2:20][C:21]([O:23][C:24]([CH3:27])([CH3:26])[CH3:25])=[O:22])=[CH:3][C:2]=2[CH3:1])[CH2:19][CH2:18]1)#[N:34]. The catalyst class is: 2. (2) Reactant: [C:1]([C:4]1[C:9]([C:10]2[CH:15]=[CH:14][CH:13]=[CH:12][CH:11]=2)=[N:8][N:7]([CH2:16][CH3:17])[C:6](=[O:18])[C:5]=1[N+:19]([O-])=O)(=[O:3])[CH3:2].N[C:23]1[N:28]=[C:27]([CH3:29])[CH:26]=[CH:25][N:24]=1. Product: [C:1]([C:4]1[C:9]([C:10]2[CH:15]=[CH:14][CH:13]=[CH:12][CH:11]=2)=[N:8][N:7]([CH2:16][CH3:17])[C:6](=[O:18])[C:5]=1[NH:19][C:23]1[N:28]=[C:27]([CH3:29])[CH:26]=[CH:25][N:24]=1)(=[O:3])[CH3:2]. The catalyst class is: 8. (3) The catalyst class is: 3. Product: [CH:66]([O:65][C:64]1[N:69]=[C:26]([CH:11]2[CH2:12][CH:13]([C:15]3[CH:20]=[CH:19][C:18]([O:21][C:22]([F:25])([F:24])[F:23])=[CH:17][CH:16]=3)[CH2:14][N:9]([C:7]([N:1]3[CH2:2][CH2:3][S:4][CH2:5][CH2:6]3)=[O:8])[CH2:10]2)[O:28][N:63]=1)([CH3:68])[CH3:67]. Reactant: [N:1]1([C:7]([N:9]2[CH2:14][CH:13]([C:15]3[CH:20]=[CH:19][C:18]([O:21][C:22]([F:25])([F:24])[F:23])=[CH:17][CH:16]=3)[CH2:12][CH:11]([C:26]([OH:28])=O)[CH2:10]2)=[O:8])[CH2:6][CH2:5][S:4][CH2:3][CH2:2]1.CN(C(ON1N=NC2C=CC=NC1=2)=[N+](C)C)C.F[P-](F)(F)(F)(F)F.CCN(C(C)C)C(C)C.O[NH:63][C:64](=[NH:69])[O:65][CH:66]([CH3:68])[CH3:67]. (4) Reactant: [F:1][C:2]1[CH:7]=[C:6]([F:8])[CH:5]=[CH:4][C:3]=1[N:9]1[CH2:14][CH2:13][NH:12][CH2:11][CH2:10]1.C(N(CC)CC)C.Cl[C:23]([O:25][C:26]1[CH:31]=[CH:30][C:29]([N+:32]([O-:34])=[O:33])=[CH:28][CH:27]=1)=[O:24]. Product: [N+:32]([C:29]1[CH:28]=[CH:27][C:26]([O:25][C:23]([N:12]2[CH2:11][CH2:10][N:9]([C:3]3[CH:4]=[CH:5][C:6]([F:8])=[CH:7][C:2]=3[F:1])[CH2:14][CH2:13]2)=[O:24])=[CH:31][CH:30]=1)([O-:34])=[O:33]. The catalyst class is: 1. (5) Reactant: Cl.[Cl:2][C:3]1[CH:8]=[CH:7][C:6]([N:9]2[CH2:14][CH2:13][CH:12]([C:15]([OH:17])=O)[CH2:11][CH2:10]2)=[CH:5][C:4]=1[C:18]1[NH:26][C:21]2[CH:22]=[N:23][CH:24]=[CH:25][C:20]=2[N:19]=1.CN(C(ON1N=N[C:37]2[CH:38]=[CH:39][CH:40]=[N:41][C:36]1=2)=[N+](C)C)C.F[P-](F)(F)(F)(F)F.C(N(CC)CC)C.N1CCCCC1. Product: [Cl:2][C:3]1[CH:8]=[CH:7][C:6]([N:9]2[CH2:14][CH2:13][CH:12]([C:15]([N:41]3[CH2:36][CH2:37][CH2:38][CH2:39][CH2:40]3)=[O:17])[CH2:11][CH2:10]2)=[CH:5][C:4]=1[C:18]1[NH:26][C:21]2[CH:22]=[N:23][CH:24]=[CH:25][C:20]=2[N:19]=1. The catalyst class is: 4. (6) Reactant: [CH2:1]([SH:11])[CH2:2][CH2:3][CH2:4][CH2:5][CH2:6][CH2:7][CH2:8][CH:9]=[CH2:10].B1C2CCCC1CCC2.Br[C:22]1[CH:27]=[CH:26][C:25]([C:28]2[CH:33]=[CH:32][C:31]([N:34]([C:60]3[CH:72]=[CH:71][C:70]4[C:69]5[C:64](=[CH:65][CH:66]=[CH:67][CH:68]=5)[C:63]([CH3:74])([CH3:73])[C:62]=4[CH:61]=3)[C:35]3[CH:40]=[CH:39][C:38]([C:41]4[CH:42]=[CH:43][C:44]5[N:45]([C:54]6[CH:59]=[CH:58][CH:57]=[CH:56][CH:55]=6)[C:46]6[C:51]([C:52]=5[CH:53]=4)=[CH:50][CH:49]=[CH:48][CH:47]=6)=[CH:37][CH:36]=3)=[CH:30][CH:29]=2)=[CH:24][CH:23]=1.[OH-].[Na+]. Product: [CH3:73][C:63]1([CH3:74])[C:62]2[CH:61]=[C:60]([N:34]([C:35]3[CH:40]=[CH:39][C:38]([C:41]4[CH:42]=[CH:43][C:44]5[N:45]([C:54]6[CH:59]=[CH:58][CH:57]=[CH:56][CH:55]=6)[C:46]6[C:51]([C:52]=5[CH:53]=4)=[CH:50][CH:49]=[CH:48][CH:47]=6)=[CH:37][CH:36]=3)[C:31]3[CH:30]=[CH:29][C:28]([C:25]4[CH:24]=[CH:23][C:22]([CH2:10][CH2:9][CH2:8][CH2:7][CH2:6][CH2:5][CH2:4][CH2:3][CH2:2][CH2:1][SH:11])=[CH:27][CH:26]=4)=[CH:33][CH:32]=3)[CH:72]=[CH:71][C:70]=2[C:69]2[C:64]1=[CH:65][CH:66]=[CH:67][CH:68]=2. The catalyst class is: 11. (7) Reactant: [Br:1][C:2]1[CH:3]=[CH:4][C:5]([CH:8]([OH:10])[CH3:9])=[N:6][CH:7]=1.[C:11]1(O)[CH:16]=[CH:15][CH:14]=[CH:13][CH:12]=1.C1(P(C2C=CC=CC=2)C2C=CC=CC=2)C=CC=CC=1.N(C(OC(C)C)=O)=NC(OC(C)C)=O. Product: [Br:1][C:2]1[CH:3]=[CH:4][C:5]([CH:8]([O:10][C:11]2[CH:16]=[CH:15][CH:14]=[CH:13][CH:12]=2)[CH3:9])=[N:6][CH:7]=1. The catalyst class is: 7. (8) Reactant: [NH2:1][CH2:2][C@@:3]1([OH:11])[CH:8]2[CH2:9][CH2:10][N:5]([CH2:6][CH2:7]2)[CH2:4]1.Cl.CCN(C(C)C)C(C)C.C([O-])([O-])=O.[Cs+].[Cs+].[Cl:28][C:29]1[CH:30]=[CH:31][C:32]2[O:36][C:35]([N:37]=[C:38](SC)SC)=[N:34][C:33]=2[CH:43]=1. Product: [Cl:28][C:29]1[CH:30]=[CH:31][C:32]2[O:36][C:35]([NH:37][C:38]3[O:11][C@:3]4([CH2:2][N:1]=3)[CH:8]3[CH2:7][CH2:6][N:5]([CH2:10][CH2:9]3)[CH2:4]4)=[N:34][C:33]=2[CH:43]=1. The catalyst class is: 3. (9) Reactant: [H-].[Na+].[F:3][C:4]([F:18])([F:17])[C:5]1[CH:10]=[CH:9][N:8]=[C:7]([C:11]2[NH:12][O:13][C:14](=[O:16])[N:15]=2)[CH:6]=1.[F:19][C:20]1[CH:21]=[C:22]([CH:28]=[C:29]([F:31])[CH:30]=1)[C:23]([O:25][CH2:26]Cl)=[O:24].[Cl-].[NH4+]. Product: [F:19][C:20]1[CH:21]=[C:22]([CH:28]=[C:29]([F:31])[CH:30]=1)[C:23]([O:25][CH2:26][N:15]1[C:14](=[O:16])[O:13][N:12]=[C:11]1[C:7]1[CH:6]=[C:5]([C:4]([F:3])([F:17])[F:18])[CH:10]=[CH:9][N:8]=1)=[O:24]. The catalyst class is: 9. (10) Reactant: [N:1]1[C:2]([CH:10]=O)=[CH:3][N:4]2[CH:9]=[CH:8][CH:7]=[CH:6][C:5]=12.S([O-])([O-])(=O)=O.[Mg+2].[NH2:18][C:19]1[CH:24]=[CH:23][N:22]=[C:21]([O:25][CH3:26])[CH:20]=1. Product: [N:1]1[C:2]([CH:10]=[N:18][C:19]2[CH:24]=[CH:23][N:22]=[C:21]([O:25][CH3:26])[CH:20]=2)=[CH:3][N:4]2[CH:9]=[CH:8][CH:7]=[CH:6][C:5]=12. The catalyst class is: 8.